From a dataset of Microsomal clearance measurements from AstraZeneca. Regression/Classification. Given a drug SMILES string, predict its absorption, distribution, metabolism, or excretion properties. Task type varies by dataset: regression for continuous measurements (e.g., permeability, clearance, half-life) or binary classification for categorical outcomes (e.g., BBB penetration, CYP inhibition). For this dataset (clearance_microsome_az), we predict log10(clearance) (log10 of the in vitro intrinsic clearance, CLint, in uL/min per mg of human liver microsomal protein, equivalently mL/min/g; values are censored to the assay range of 3 to 150, which is 0.477 to 2.18 on this log10 scale). (1) The compound is Nc1ccc(S(=O)(=O)c2ccc(N)cc2)cc1. The log10(clearance) is 0.480. (2) The molecule is COc1ccc(N(C(=O)c2occc2Cl)C(C(=O)NC[C@@H](C)O)c2ccccc2F)c(OC)c1. The log10(clearance) is 2.16.